From a dataset of Tyrosyl-DNA phosphodiesterase HTS with 341,365 compounds. Binary Classification. Given a drug SMILES string, predict its activity (active/inactive) in a high-throughput screening assay against a specified biological target. (1) The drug is Clc1n(nc(c1C(OC1CCOC1=O)=O)C)Cc1ccccc1. The result is 0 (inactive). (2) The drug is Clc1cc(c2n(c(SC(CC)C(=O)Nc3sccn3)nn2)CC)ccc1C. The result is 0 (inactive). (3) The drug is Clc1cc(NC(=O)NCCN(C)C)ccc1Cl. The result is 0 (inactive). (4) The drug is O(CC(NC(=O)c1ccc(CN2CCc3c(C2)cccc3)cc1)C)C. The result is 0 (inactive).